Dataset: Catalyst prediction with 721,799 reactions and 888 catalyst types from USPTO. Task: Predict which catalyst facilitates the given reaction. (1) The catalyst class is: 9. Product: [Br:1][C:2]1[N:6]2[CH:7]=[C:8]([C:11]([N:13]([C:14]3[CH:19]=[CH:18][C:17]([F:20])=[C:16]([F:21])[CH:15]=3)[CH3:25])=[O:12])[N:9]=[CH:10][C:5]2=[N:4][CH:3]=1. Reactant: [Br:1][C:2]1[N:6]2[CH:7]=[C:8]([C:11]([NH:13][C:14]3[CH:19]=[CH:18][C:17]([F:20])=[C:16]([F:21])[CH:15]=3)=[O:12])[N:9]=[CH:10][C:5]2=[N:4][CH:3]=1.[H-].[Na+].I[CH3:25]. (2) Reactant: [CH:1]1([N:4]2[C:11](=[O:12])[CH2:10][CH2:9][NH:8][C:7]3[CH:13]=[CH:14][C:15]([O:17][CH3:18])=[CH:16][C:6]=3[CH2:5]2)[CH2:3][CH2:2]1.C(N(CC)CC)C.[CH3:26][C:27]1[O:31][N:30]=[C:29]([C:32](Cl)=[O:33])[CH:28]=1. Product: [CH:1]1([N:4]2[C:11](=[O:12])[CH2:10][CH2:9][N:8]([C:32]([C:29]3[CH:28]=[C:27]([CH3:26])[O:31][N:30]=3)=[O:33])[C:7]3[CH:13]=[CH:14][C:15]([O:17][CH3:18])=[CH:16][C:6]=3[CH2:5]2)[CH2:2][CH2:3]1. The catalyst class is: 68. (3) Reactant: Br[C:2]1[CH:7]=[CH:6][C:5]([S:8]([NH2:11])(=[O:10])=[O:9])=[C:4]([CH2:12][CH3:13])[CH:3]=1.[C:14]([Cu])#[N:15].C(OCC)(=O)C.O. Product: [C:14]([C:2]1[CH:7]=[CH:6][C:5]([S:8]([NH2:11])(=[O:10])=[O:9])=[C:4]([CH2:12][CH3:13])[CH:3]=1)#[N:15]. The catalyst class is: 37. (4) Reactant: COC1C=CC(C[O:8][CH2:9][CH2:10][CH2:11][CH2:12][CH2:13][CH2:14][CH2:15][CH:16]([OH:19])[CH:17]=[CH2:18])=CC=1.C(C1C(=O)C(Cl)=C(Cl)C(=O)C=1C#N)#N.S([O-])([O-])(=O)=S.[Na+].[Na+]. Product: [CH2:18]=[CH:17][CH:16]([OH:19])[CH2:15][CH2:14][CH2:13][CH2:12][CH2:11][CH2:10][CH2:9][OH:8]. The catalyst class is: 754. (5) Reactant: C[O:2][C:3]([C:5]1([CH3:18])[CH2:9][N:8]([C:10]2[CH:15]=[CH:14][C:13]([F:16])=[CH:12][CH:11]=2)[C:7](=[O:17])[NH:6]1)=[O:4].[OH-].[Na+].Cl. Product: [F:16][C:13]1[CH:12]=[CH:11][C:10]([N:8]2[CH2:9][C:5]([CH3:18])([C:3]([OH:4])=[O:2])[NH:6][C:7]2=[O:17])=[CH:15][CH:14]=1. The catalyst class is: 5.